Task: Predict the reaction yield, written as a fraction of the theoretical maximum amount of product (1.0 means a 100% yield; for example, 0.34 means a 34% yield).. Dataset: Reaction yield outcomes from USPTO patents with 853,638 reactions (1) The reactants are [CH:1]1([NH2:7])[CH2:6][CH2:5][CH2:4][CH2:3][CH2:2]1.C([O:10][C:11]([C:13]1[C:14](=[O:33])[N:15]([CH2:25][C:26]2[CH:31]=[CH:30][C:29]([F:32])=[CH:28][CH:27]=2)[C:16]2[C:21]([C:22]=1[OH:23])=[CH:20][C:19]([CH3:24])=[CH:18][CH:17]=2)=O)C. The catalyst is C1(C)C=CC=CC=1.O. The product is [CH:1]1([NH:7][C:11]([C:13]2[C:14](=[O:33])[N:15]([CH2:25][C:26]3[CH:31]=[CH:30][C:29]([F:32])=[CH:28][CH:27]=3)[C:16]3[C:21]([C:22]=2[OH:23])=[CH:20][C:19]([CH3:24])=[CH:18][CH:17]=3)=[O:10])[CH2:6][CH2:5][CH2:4][CH2:3][CH2:2]1. The yield is 0.930. (2) The reactants are [N:1]1([C:7]2[C:8]3[N:16]=[C:15]([C:17]4[CH:18]=[N:19][CH:20]=[CH:21][CH:22]=4)[S:14][C:9]=3[N:10]=[C:11]([NH2:13])[N:12]=2)[CH2:6][CH2:5][NH:4][CH2:3][CH2:2]1.[CH3:23][O:24][C:25]1[CH:34]=[CH:33][C:28]([CH2:29][N:30]=[C:31]=[O:32])=[CH:27][CH:26]=1. No catalyst specified. The product is [NH2:13][C:11]1[N:12]=[C:7]([N:1]2[CH2:6][CH2:5][N:4]([C:31]([NH:30][CH2:29][C:28]3[CH:33]=[CH:34][C:25]([O:24][CH3:23])=[CH:26][CH:27]=3)=[O:32])[CH2:3][CH2:2]2)[C:8]2[N:16]=[C:15]([C:17]3[CH:18]=[N:19][CH:20]=[CH:21][CH:22]=3)[S:14][C:9]=2[N:10]=1. The yield is 0.400. (3) The reactants are Br[C:2]1[S:3][C:4]([C:7]2[CH:8]=[C:9]([NH:13][C:14]3[N:19]=[C:18]([C:20]([F:23])([F:22])[F:21])[CH:17]=[CH:16][N:15]=3)[CH:10]=[CH:11][CH:12]=2)=[CH:5][N:6]=1.C([O-])([O-])=O.[K+].[K+].[O:30]1[CH2:34][CH2:33][NH:32][C:31]1=[O:35].CN(C)CCN. The catalyst is C(OCC)(=O)C.[Cu](I)I.O1CCOCC1. The product is [F:21][C:20]([F:23])([F:22])[C:18]1[CH:17]=[CH:16][N:15]=[C:14]([NH:13][C:9]2[CH:8]=[C:7]([C:4]3[S:3][C:2]([N:32]4[CH2:33][CH2:34][O:30][C:31]4=[O:35])=[N:6][CH:5]=3)[CH:12]=[CH:11][CH:10]=2)[N:19]=1. The yield is 0.540. (4) The catalyst is C1COCC1.CO. The product is [Br:19][C:13]1[CH:12]=[C:11]([C:9]2[N:10]=[C:6]([C:4]([OH:5])=[O:3])[S:7][CH:8]=2)[CH:16]=[C:15]([Br:17])[C:14]=1[OH:18]. The reactants are C([O:3][C:4]([C:6]1[S:7][CH:8]=[C:9]([C:11]2[CH:16]=[C:15]([Br:17])[C:14]([OH:18])=[C:13]([Br:19])[CH:12]=2)[N:10]=1)=[O:5])C.O.[OH-].[Li+]. The yield is 0.790. (5) The reactants are [Br:1][C:2]1[C:3](=[O:9])[NH:4][N:5]=[C:6]([Cl:8])[CH:7]=1.[H-].[Na+].[CH3:12][Si:13]([CH3:20])([CH3:19])[CH2:14][CH2:15][O:16][CH2:17]Cl. The catalyst is CN(C=O)C. The product is [Br:1][C:2]1[C:3](=[O:9])[N:4]([CH2:17][O:16][CH2:15][CH2:14][Si:13]([CH3:20])([CH3:19])[CH3:12])[N:5]=[C:6]([Cl:8])[CH:7]=1. The yield is 0.560.